From a dataset of Forward reaction prediction with 1.9M reactions from USPTO patents (1976-2016). Predict the product of the given reaction. (1) Given the reactants Br[C:2]1[CH:3]=[C:4]2[C:9](=[CH:10][CH:11]=1)[C:8](=[O:12])[NH:7][N:6]=[C:5]2[Cl:13].[CH3:14][O:15][C:16]1[CH:23]=[CH:22][C:21]([O:24][CH3:25])=[CH:20][C:17]=1[CH2:18][NH2:19].C1C=CC(P(C2C(C3C(P(C4C=CC=CC=4)C4C=CC=CC=4)=CC=C4C=3C=CC=C4)=C3C(C=CC=C3)=CC=2)C2C=CC=CC=2)=CC=1.CC([O-])(C)C.[Na+], predict the reaction product. The product is: [Cl:13][C:5]1[C:4]2[C:9](=[CH:10][CH:11]=[C:2]([NH:19][CH2:18][C:17]3[CH:20]=[C:21]([O:24][CH3:25])[CH:22]=[CH:23][C:16]=3[O:15][CH3:14])[CH:3]=2)[C:8](=[O:12])[NH:7][N:6]=1. (2) Given the reactants [CH2:1]([S:3][CH:4]([S:23][CH2:24][CH3:25])[C@@H:5]([OH:22])[C@@H:6]([OH:21])[C@H:7]([OH:20])[CH2:8][O:9][Si:10]([CH:17]([CH3:19])[CH3:18])([CH:14]([CH3:16])[CH3:15])[CH:11]([CH3:13])[CH3:12])[CH3:2].[H-].[Na+].[CH2:28](Br)[C:29]1[CH:34]=[CH:33][CH:32]=[CH:31][CH:30]=1, predict the reaction product. The product is: [CH:11]([Si:10]([CH:14]([CH3:15])[CH3:16])([CH:17]([CH3:19])[CH3:18])[O:9][CH2:8][C@@H:7]([O:20][CH2:28][C:29]1[CH:34]=[CH:33][CH:32]=[CH:31][CH:30]=1)[C@H:6]([O:21][CH2:28][C:29]1[CH:34]=[CH:33][CH:32]=[CH:31][CH:30]=1)[C@H:5]([O:22][CH2:28][C:29]1[CH:34]=[CH:33][CH:32]=[CH:31][CH:30]=1)[CH:4]([S:3][CH2:1][CH3:2])[S:23][CH2:24][CH3:25])([CH3:12])[CH3:13].